Dataset: Catalyst prediction with 721,799 reactions and 888 catalyst types from USPTO. Task: Predict which catalyst facilitates the given reaction. (1) Reactant: [F:1][C:2]1[CH:3]=[C:4]([C:8]#[C:9][C@@H:10]2[CH2:14][CH2:13][CH2:12][N:11]2[C:15]([O:17][C:18]([CH3:21])([CH3:20])[CH3:19])=[O:16])[CH:5]=[CH:6][CH:7]=1. Product: [F:1][C:2]1[CH:3]=[C:4]([CH2:8][CH2:9][C@@H:10]2[CH2:14][CH2:13][CH2:12][N:11]2[C:15]([O:17][C:18]([CH3:21])([CH3:20])[CH3:19])=[O:16])[CH:5]=[CH:6][CH:7]=1. The catalyst class is: 45. (2) Reactant: O[CH2:2][C@H:3]1[CH2:7][S:6][C:5](=[O:8])[N:4]1[CH2:9][CH2:10][CH2:11][CH2:12][CH2:13][CH2:14][C:15]#[N:16].CC(OI1(OC(C)=O)(OC(C)=O)O[C:28](=O)[C:27]2[CH:26]=[CH:25][CH:24]=[CH:23][C:22]1=2)=O.[H-].[Na+].C1C[O:44][CH2:43][CH2:42]1. Product: [O:8]=[C:5]1[N:4]([CH2:9][CH2:10][CH2:11][CH2:12][CH2:13][CH2:14][C:15]#[N:16])[C@@H:3](/[CH:2]=[CH:42]/[C:43](=[O:44])[CH2:28][C:27]2[CH:22]=[CH:23][CH:24]=[CH:25][CH:26]=2)[CH2:7][S:6]1. The catalyst class is: 2. (3) Reactant: [C:1]([N:8]1[CH2:14][CH2:13][CH2:12][C@H:9]1[CH2:10][OH:11])([O:3][C:4]([CH3:7])([CH3:6])[CH3:5])=[O:2].[C:15]1([CH3:25])[CH:20]=[CH:19][C:18]([S:21](Cl)(=[O:23])=[O:22])=[CH:17][CH:16]=1.C(N(CC)CC)C.O. Product: [S:21]([O:11][CH2:10][C@@H:9]1[CH2:12][CH2:13][CH2:14][N:8]1[C:1]([O:3][C:4]([CH3:7])([CH3:6])[CH3:5])=[O:2])([C:18]1[CH:19]=[CH:20][C:15]([CH3:25])=[CH:16][CH:17]=1)(=[O:23])=[O:22]. The catalyst class is: 112. (4) Reactant: [O:1]=[C:2]1[NH:7][CH2:6][CH2:5][N:4]([S:8]([C:11]2[CH:17]=[CH:16][C:14]([CH3:15])=[CH:13][CH:12]=2)(=[O:10])=[O:9])[C@@H:3]1[CH2:18][C:19](O)=[O:20].[Si:22]([O:29][CH2:30][CH2:31][N:32]1[C:40]2[CH2:39][CH2:38][CH2:37][CH:36]([NH2:41])[C:35]=2[CH:34]=[N:33]1)([C:25]([CH3:28])([CH3:27])[CH3:26])([CH3:24])[CH3:23].C1C=CC2N(O)N=NC=2C=1.CCN=C=NCCCN(C)C. Product: [Si:22]([O:29][CH2:30][CH2:31][N:32]1[C:40]2[CH2:39][CH2:38][CH2:37][CH:36]([NH:41][C:19](=[O:20])[CH2:18][C@@H:3]3[C:2](=[O:1])[NH:7][CH2:6][CH2:5][N:4]3[S:8]([C:11]3[CH:12]=[CH:13][C:14]([CH3:15])=[CH:16][CH:17]=3)(=[O:10])=[O:9])[C:35]=2[CH:34]=[N:33]1)([C:25]([CH3:28])([CH3:26])[CH3:27])([CH3:24])[CH3:23]. The catalyst class is: 3.